This data is from Full USPTO retrosynthesis dataset with 1.9M reactions from patents (1976-2016). The task is: Predict the reactants needed to synthesize the given product. (1) Given the product [C:1]([O:5][C:6](=[O:26])[NH:7][C@@H:8]1[C:17]2[C:12](=[CH:13][CH:14]=[CH:15][CH:16]=2)[C@H:11]([O:18][C:19]2[CH:24]=[CH:23][N:22]=[C:21]([NH:28][NH2:29])[CH:20]=2)[CH2:10][CH2:9]1)([CH3:4])([CH3:3])[CH3:2], predict the reactants needed to synthesize it. The reactants are: [C:1]([O:5][C:6](=[O:26])[NH:7][C@@H:8]1[C:17]2[C:12](=[CH:13][CH:14]=[CH:15][CH:16]=2)[C@H:11]([O:18][C:19]2[CH:24]=[CH:23][N:22]=[C:21](F)[CH:20]=2)[CH2:10][CH2:9]1)([CH3:4])([CH3:3])[CH3:2].O.[NH2:28][NH2:29]. (2) Given the product [C:1]1([C:25]2[CH:30]=[CH:29][CH:28]=[CH:27][CH:26]=2)[CH:6]=[CH:5][C:4]([NH:7][C:8](=[O:24])[C:9]2[CH:14]=[CH:13][C:12]([C:15]([F:18])([F:17])[F:16])=[C:11]([NH:19][C:20](=[O:23])[CH2:21][N:31]3[CH2:36][CH2:35][O:34][CH2:33][CH2:32]3)[CH:10]=2)=[CH:3][CH:2]=1, predict the reactants needed to synthesize it. The reactants are: [C:1]1([C:25]2[CH:30]=[CH:29][CH:28]=[CH:27][CH:26]=2)[CH:6]=[CH:5][C:4]([NH:7][C:8](=[O:24])[C:9]2[CH:14]=[CH:13][C:12]([C:15]([F:18])([F:17])[F:16])=[C:11]([NH:19][C:20](=[O:23])[CH2:21]Cl)[CH:10]=2)=[CH:3][CH:2]=1.[NH:31]1[CH2:36][CH2:35][O:34][CH2:33][CH2:32]1.C(N(CC)CC)C.[I-].[K+]. (3) Given the product [C:12]([O:16][C:17]([N:19]1[CH2:20][CH2:21][CH:22]([N:25]2[C:29]3=[N:30][CH:31]=[N:32][C:33]([O:11][C:3]4[C:4]([C:5]#[N:6])=[CH:7][CH:8]=[C:9]([F:10])[C:2]=4[F:1])=[C:28]3[CH:27]=[N:26]2)[CH2:23][CH2:24]1)=[O:18])([CH3:15])([CH3:13])[CH3:14], predict the reactants needed to synthesize it. The reactants are: [F:1][C:2]1[C:3]([OH:11])=[C:4]([CH:7]=[CH:8][C:9]=1[F:10])[C:5]#[N:6].[C:12]([O:16][C:17]([N:19]1[CH2:24][CH2:23][CH:22]([N:25]2[C:29]3=[N:30][CH:31]=[N:32][C:33](Cl)=[C:28]3[CH:27]=[N:26]2)[CH2:21][CH2:20]1)=[O:18])([CH3:15])([CH3:14])[CH3:13].C(=O)([O-])[O-].[K+].[K+].C(=O)([O-])[O-].[Na+].[Na+]. (4) Given the product [C:29]1(=[O:38])[N:16]([CH:14]([CH2:13][C:6]2[CH:7]=[CH:8][C:9]([O:10][CH3:11])=[C:4]([O:3][CH3:1])[CH:5]=2)[CH3:15])[C:32](=[O:33])[C:31]2=[CH:34][CH:35]=[CH:36][CH:37]=[C:30]12, predict the reactants needed to synthesize it. The reactants are: [CH2:1]([O:3][C:4]1[CH:5]=[C:6]([CH2:13][CH:14]([NH2:16])[CH3:15])[CH:7]=[CH:8][C:9]=1[O:10][CH2:11]C)C.C(=O)([O-])[O-].[Na+].[Na+].C(N1[C:32](=[O:33])[C:31]2=[CH:34][CH:35]=[CH:36][CH:37]=[C:30]2[C:29]1=[O:38])(OCC)=O. (5) Given the product [OH:2][C:3]1[CH:4]=[CH:5][C:6]([C:9]2[C:14]3[S:15][CH:16]=[C:17]([C:18]4[NH:22][N:21]=[C:20]([NH:23][C:24]5[CH:29]=[CH:28][C:27]([S:30]([NH2:33])(=[O:32])=[O:31])=[CH:26][CH:25]=5)[CH:19]=4)[C:13]=3[CH:12]=[CH:11][CH:10]=2)=[CH:7][CH:8]=1, predict the reactants needed to synthesize it. The reactants are: C[O:2][C:3]1[CH:8]=[CH:7][C:6]([C:9]2[C:14]3[S:15][CH:16]=[C:17]([C:18]4[NH:22][N:21]=[C:20]([NH:23][C:24]5[CH:29]=[CH:28][C:27]([S:30]([NH2:33])(=[O:32])=[O:31])=[CH:26][CH:25]=5)[CH:19]=4)[C:13]=3[CH:12]=[CH:11][CH:10]=2)=[CH:5][CH:4]=1.OC1C=C(C2C3SC=C(C4NN=C(NC5C=CC(S(N)(=O)=O)=CC=5)C=4)C=3C=CC=2)C=CC=1. (6) Given the product [F:12][C:13]1[CH:19]=[CH:18][C:16]([NH:17][C:9]([C:5]2[C:4]([N+:1]([O-:3])=[O:2])=[CH:8][NH:7][N:6]=2)=[O:11])=[CH:15][CH:14]=1, predict the reactants needed to synthesize it. The reactants are: [N+:1]([C:4]1[C:5]([C:9]([OH:11])=O)=[N:6][NH:7][CH:8]=1)([O-:3])=[O:2].[F:12][C:13]1[CH:19]=[CH:18][C:16]([NH2:17])=[CH:15][CH:14]=1.C(Cl)CCl.C1C=CC2N(O)N=NC=2C=1. (7) Given the product [O:20]1[CH2:25][CH2:24][CH2:23][CH2:22][CH:21]1[N:1]1[CH:5]=[C:4]([C:6]#[N:7])[CH:3]=[N:2]1, predict the reactants needed to synthesize it. The reactants are: [NH:1]1[CH:5]=[C:4]([C:6]#[N:7])[CH:3]=[N:2]1.O.C1(C)C=CC(S(O)(=O)=O)=CC=1.[O:20]1[CH:25]=[CH:24][CH2:23][CH2:22][CH2:21]1. (8) Given the product [C:1]([CH2:3][C:4]([N:9]([CH2:10][CH2:11][OH:12])[CH3:8])=[O:6])#[N:2], predict the reactants needed to synthesize it. The reactants are: [C:1]([CH2:3][C:4]([O:6]C)=O)#[N:2].[CH3:8][NH:9][CH2:10][CH2:11][OH:12]. (9) Given the product [CH:14]1[C:15]2[C:21]([CH:20]=[CH:19][CH:18]=[CH:17][CH:16]=2)=[CH:22][C:13]=1[CH2:12][C:11]1[CH:10]=[C:9]([O:39][CH3:40])[C:8]([O:7][CH2:5][CH3:6])=[C:27]([C@@H:28]2[O:29][C@H:30]([CH2:37][OH:38])[C@@H:31]([OH:36])[C@H:32]([OH:35])[C@H:33]2[OH:34])[CH:26]=1, predict the reactants needed to synthesize it. The reactants are: C(#N)C.Cl.[CH2:5]([O:7][C:8]1[C:27]([C@H:28]2[C@H:33]([OH:34])[C@@H:32]([OH:35])[C@H:31]([OH:36])[C@@H:30]([CH2:37][OH:38])[O:29]2)=[CH:26][C:11]([CH2:12][C:13]2[CH:22]=[C:21]3[C:15](=[CH:16][CH:17]=[CH:18][CH:19]=[CH:20]3)[C:14]=2C(O)=O)=[CH:10][C:9]=1[O:39][CH3:40])[CH3:6].